From a dataset of Full USPTO retrosynthesis dataset with 1.9M reactions from patents (1976-2016). Predict the reactants needed to synthesize the given product. (1) Given the product [C:25]1([S:31]([N:19]2[C:18]3[CH:17]=[CH:16][CH:15]=[C:14]([Br:13])[C:24]=3[O:23][CH2:22][CH2:21][CH2:20]2)(=[O:33])=[O:32])[CH:30]=[CH:29][CH:28]=[CH:27][CH:26]=1, predict the reactants needed to synthesize it. The reactants are: BrC1C2OCCNC=2C=C(C)C=1.[Br:13][C:14]1[C:24]2[O:23][CH2:22][CH2:21][CH2:20][NH:19][C:18]=2[CH:17]=[CH:16][CH:15]=1.[C:25]1([S:31](Cl)(=[O:33])=[O:32])[CH:30]=[CH:29][CH:28]=[CH:27][CH:26]=1. (2) Given the product [C:4]1([C:3]#[N:7])([C:5]#[N:6])[CH2:12][CH2:11][CH2:10][CH2:9]1, predict the reactants needed to synthesize it. The reactants are: [H-].[Na+].[C:3](#[N:7])[CH2:4][C:5]#[N:6].Br[CH2:9][CH2:10][CH2:11][CH2:12]Br.Cl. (3) Given the product [CH2:1]([O:8][C:9]([NH:11][C@H:12]1[CH2:16][CH2:15][N:14]([C@H:17]2[CH2:22][CH2:21][C@@H:20]([NH:23][C:24](=[O:30])[O:25][C:26]([CH3:29])([CH3:28])[CH3:27])[CH2:19][C@H:18]2[CH2:31][S:40][C:34]2[CH:39]=[CH:38][CH:37]=[CH:36][CH:35]=2)[C:13]1=[O:33])=[O:10])[C:2]1[CH:7]=[CH:6][CH:5]=[CH:4][CH:3]=1, predict the reactants needed to synthesize it. The reactants are: [CH2:1]([O:8][C:9]([NH:11][C@H:12]1[CH2:16][CH2:15][N:14]([C@H:17]2[CH2:22][CH2:21][C@@H:20]([NH:23][C:24](=[O:30])[O:25][C:26]([CH3:29])([CH3:28])[CH3:27])[CH2:19][C@H:18]2[CH2:31]O)[C:13]1=[O:33])=[O:10])[C:2]1[CH:7]=[CH:6][CH:5]=[CH:4][CH:3]=1.[C:34]1([S:40][S:40][C:34]2[CH:39]=[CH:38][CH:37]=[CH:36][CH:35]=2)[CH:39]=[CH:38][CH:37]=[CH:36][CH:35]=1.P(CCCC)(CCCC)CCCC. (4) The reactants are: C1(C(C2C=CC=CC=2)=[N:8][C:9]2[CH:14]=[CH:13][CH:12]=[C:11]([C:15]3[N:16]([CH2:28][C:29]4[C:34]([F:35])=[CH:33][C:32]([F:36])=[CH:31][C:30]=4[F:37])[N:17]=[C:18]4[C:23]=3[CH:22]=[CH:21][CH:20]=[C:19]4[C:24]([F:27])([F:26])[F:25])[CH:10]=2)C=CC=CC=1.C([O-])(=O)C.[Na+].Cl.NO. Given the product [F:35][C:34]1[CH:33]=[C:32]([F:36])[CH:31]=[C:30]([F:37])[C:29]=1[CH2:28][N:16]1[C:15]([C:11]2[CH:10]=[C:9]([NH2:8])[CH:14]=[CH:13][CH:12]=2)=[C:23]2[C:18]([C:19]([C:24]([F:25])([F:26])[F:27])=[CH:20][CH:21]=[CH:22]2)=[N:17]1, predict the reactants needed to synthesize it. (5) Given the product [O:1]1[CH2:2][CH:3]([N:5]2[CH:9]=[C:8]([C:10]3[NH:33][C:13]4=[N:14][CH:15]=[CH:16][C:17]([C:18]5[CH:19]=[CH:20][C:21]([O:26][CH:27]6[CH2:32][CH2:31][O:30][CH2:29][CH2:28]6)=[C:22]([CH:25]=5)[C:23]#[N:24])=[C:12]4[CH:11]=3)[CH:7]=[N:6]2)[CH2:4]1, predict the reactants needed to synthesize it. The reactants are: [O:1]1[CH2:4][CH:3]([N:5]2[CH:9]=[C:8]([C:10]3[N:33](S(C4C=CC=CC=4)(=O)=O)[C:13]4=[N:14][CH:15]=[CH:16][C:17]([C:18]5[CH:19]=[CH:20][C:21]([O:26][CH:27]6[CH2:32][CH2:31][O:30][CH2:29][CH2:28]6)=[C:22]([CH:25]=5)[C:23]#[N:24])=[C:12]4[CH:11]=3)[CH:7]=[N:6]2)[CH2:2]1.C(=O)([O-])[O-].[Cs+].[Cs+].FC(F)(F)CO. (6) The reactants are: [CH2:1]([O:3][C:4]([CH:6]1[CH2:11][CH2:10][N:9]([C:12]2[CH2:26][C:15]3([CH2:18][N:17](C(OC(C)(C)C)=O)[CH2:16]3)[O:14][N:13]=2)[CH2:8][CH2:7]1)=[O:5])[CH3:2].[CH:27]1([C:31]2[C:38]([CH:39]3[CH2:41][CH2:40]3)=[CH:37][C:34]([CH:35]=O)=[C:33]([O:42][CH2:43][CH3:44])[CH:32]=2)[CH2:30][CH2:29][CH2:28]1. Given the product [CH:27]1([C:31]2[C:38]([CH:39]3[CH2:40][CH2:41]3)=[CH:37][C:34]([CH2:35][N:17]3[CH2:18][C:15]4([CH2:26][C:12]([N:9]5[CH2:10][CH2:11][CH:6]([C:4]([O:3][CH2:1][CH3:2])=[O:5])[CH2:7][CH2:8]5)=[N:13][O:14]4)[CH2:16]3)=[C:33]([O:42][CH2:43][CH3:44])[CH:32]=2)[CH2:28][CH2:29][CH2:30]1, predict the reactants needed to synthesize it. (7) Given the product [NH2:18][N:15]1[CH2:16][CH2:17][CH:12]([NH:11][C:9]([C:3]2[NH:4][C:5]([CH3:8])=[C:6]([Cl:7])[C:2]=2[Cl:1])=[O:10])[CH2:13][CH2:14]1, predict the reactants needed to synthesize it. The reactants are: [Cl:1][C:2]1[C:6]([Cl:7])=[C:5]([CH3:8])[NH:4][C:3]=1[C:9]([NH:11][CH:12]1[CH2:17][CH2:16][N:15]([N:18]=O)[CH2:14][CH2:13]1)=[O:10].C([O-])([O-])=O.[Na+].[Na+].